From a dataset of CYP3A4 inhibition data for predicting drug metabolism from PubChem BioAssay. Regression/Classification. Given a drug SMILES string, predict its absorption, distribution, metabolism, or excretion properties. Task type varies by dataset: regression for continuous measurements (e.g., permeability, clearance, half-life) or binary classification for categorical outcomes (e.g., BBB penetration, CYP inhibition). Dataset: cyp3a4_veith. The compound is CC1=CC(C)(C)N(C)C(=O)N1c1ccc(Cl)cc1. The result is 0 (non-inhibitor).